From a dataset of Catalyst prediction with 721,799 reactions and 888 catalyst types from USPTO. Predict which catalyst facilitates the given reaction. Reactant: C(O[C:5](=[O:7])C)(=O)C.C(O)=O.[Cl:11][C:12]1[CH:13]=[CH:14][C:15]([N:18]2[CH2:23][CH2:22][N:21]([S:24]([CH2:27][CH:28]([NH:38][OH:39])[CH2:29][CH2:30][C:31]3[N:36]=[CH:35][C:34]([F:37])=[CH:33][N:32]=3)(=[O:26])=[O:25])[CH2:20][CH2:19]2)=[N:16][CH:17]=1. Product: [Cl:11][C:12]1[CH:13]=[CH:14][C:15]([N:18]2[CH2:19][CH2:20][N:21]([S:24]([CH2:27][CH:28]([N:38]([OH:39])[CH:5]=[O:7])[CH2:29][CH2:30][C:31]3[N:36]=[CH:35][C:34]([F:37])=[CH:33][N:32]=3)(=[O:25])=[O:26])[CH2:22][CH2:23]2)=[N:16][CH:17]=1. The catalyst class is: 7.